Dataset: Reaction yield outcomes from USPTO patents with 853,638 reactions. Task: Predict the reaction yield, written as a fraction of the theoretical maximum amount of product (1.0 means a 100% yield; for example, 0.34 means a 34% yield). (1) The reactants are [F:1][C:2]1[CH:7]=[CH:6][C:5]([OH:8])=[CH:4][CH:3]=1.CC(C)([O-])C.[K+].[Cl:15][C:16]1[N:21]=[C:20](Cl)[CH:19]=[CH:18][N:17]=1. The catalyst is O1CCCC1. The product is [Cl:15][C:16]1[N:21]=[C:20]([O:8][C:5]2[CH:6]=[CH:7][C:2]([F:1])=[CH:3][CH:4]=2)[CH:19]=[CH:18][N:17]=1. The yield is 0.920. (2) The product is [NH3:2].[CH3:10][OH:11].[Cl:46][CH2:47][Cl:49].[CH:25]([N:21]1[CH2:20][CH2:19][N:18]([C:15]2[CH:16]=[CH:17][C:12]([O:11][CH2:10][CH2:9][CH2:8][N:2]3[CH2:7][CH2:6][CH2:5][CH2:4][CH2:3]3)=[CH:13][CH:14]=2)[CH2:23][CH2:22]1)([CH3:27])[CH3:24]. The reactants are Cl.[N:2]1([CH2:8][CH2:9][CH2:10][O:11][C:12]2[CH:17]=[CH:16][C:15]([N:18]3[CH2:23][CH2:22][NH:21][CH2:20][CH2:19]3)=[CH:14][CH:13]=2)[CH2:7][CH2:6][CH2:5][CH2:4][CH2:3]1.[CH3:24][C:25]([CH3:27])=O.C(O)(=O)C.C(O[BH-](OC(=O)C)OC(=O)C)(=O)C.[Na+].[Cl:46][CH:47]([Cl:49])C. No catalyst specified. The yield is 0.0500. (3) The reactants are [CH3:1][C:2]1[CH:11]=[C:10]([CH3:12])[C:9]([C:13]2[NH:17][C:16]([CH2:18][CH:19]3[CH2:23][CH2:22][O:21][CH2:20]3)=[N:15][N:14]=2)=[CH:8][C:3]=1[C:4]([O:6]C)=[O:5].[OH-].[Na+]. The catalyst is CO.O. The product is [CH3:1][C:2]1[CH:11]=[C:10]([CH3:12])[C:9]([C:13]2[NH:17][C:16]([CH2:18][CH:19]3[CH2:23][CH2:22][O:21][CH2:20]3)=[N:15][N:14]=2)=[CH:8][C:3]=1[C:4]([OH:6])=[O:5]. The yield is 0.870. (4) The yield is 0.526. The product is [O:20]=[C:14]1[CH:13]([N:7]2[CH2:6][C:5]3[C:9](=[CH:10][CH:11]=[C:3]([CH2:2][NH:1][C:28](=[O:29])[C:27]([F:33])([F:26])[CH2:31][CH3:32])[CH:4]=3)[C:8]2=[O:12])[CH2:18][CH2:17][C:16](=[O:19])[NH:15]1. The reactants are [NH2:1][CH2:2][C:3]1[CH:4]=[C:5]2[C:9](=[CH:10][CH:11]=1)[C:8](=[O:12])[N:7]([CH:13]1[CH2:18][CH2:17][C:16](=[O:19])[NH:15][C:14]1=[O:20])[CH2:6]2.S(O)(=O)(=O)C.[F:26][C:27]([F:33])([CH2:31][CH3:32])[C:28](O)=[O:29].C(N(C(C)C)CC)(C)C.F[P-](F)(F)(F)(F)F.CN(C(N(C)C)=[N+]1C2C(=NC=CC=2)[N+]([O-])=N1)C. The catalyst is CS(C)=O.CN(C)C=O. (5) The reactants are [C:1]([C:5]1[CH:10]=[CH:9][C:8]([S:11]([CH:14]2[CH2:19][CH2:18][NH:17][CH2:16][CH2:15]2)(=[O:13])=[O:12])=[CH:7][CH:6]=1)([CH3:4])([CH3:3])[CH3:2].Cl[C:21]1[C:26]([Cl:27])=[CH:25][CH:24]=[CH:23][N:22]=1.CCN(C(C)C)C(C)C. The catalyst is O1CCOCC1. The product is [C:1]([C:5]1[CH:6]=[CH:7][C:8]([S:11]([CH:14]2[CH2:15][CH2:16][N:17]([C:21]3[C:26]([Cl:27])=[CH:25][CH:24]=[CH:23][N:22]=3)[CH2:18][CH2:19]2)(=[O:13])=[O:12])=[CH:9][CH:10]=1)([CH3:4])([CH3:2])[CH3:3]. The yield is 0.280.